Regression/Classification. Given a drug SMILES string, predict its toxicity properties. Task type varies by dataset: regression for continuous values (e.g., LD50, hERG inhibition percentage) or binary classification for toxic/non-toxic outcomes (e.g., AMES mutagenicity, cardiotoxicity, hepatotoxicity). Dataset: ames. From a dataset of Ames mutagenicity test results for genotoxicity prediction. (1) The molecule is Nc1nc(-c2cccc([N+](=O)[O-])c2)nc2c1ncn2C1OC(CO)C(O)C1O. The result is 1 (mutagenic). (2) The compound is COc1cc2c(c3oc(O)c4c(O)ccc-4c13)C1C=COC1O2. The result is 1 (mutagenic).